Dataset: Catalyst prediction with 721,799 reactions and 888 catalyst types from USPTO. Task: Predict which catalyst facilitates the given reaction. (1) Reactant: [C:1](=[O:4])([O-])[O-].[Na+].[Na+].[ClH:7].FC1C=[CH:13][C:12]([C:15]2[CH:16]=[CH:17][C:18]3[C:22]([C:23]4[CH:24]=[N:25][CH:26]=[CH:27][CH:28]=4)=[CH:21][S:20][C:19]=3[CH:29]=2)=[CH:11]C=1.O1C=CC(B(O)O)=C1. The catalyst class is: 56. Product: [ClH:7].[O:4]1[CH:1]=[CH:11][C:12]([C:15]2[CH:16]=[CH:17][C:18]3[C:22]([C:23]4[CH:24]=[N:25][CH:26]=[CH:27][CH:28]=4)=[CH:21][S:20][C:19]=3[CH:29]=2)=[CH:13]1. (2) Reactant: [CH3:1][O:2][C:3](=[O:27])[CH2:4][C:5]1[CH:6]=[C:7]([C:13]2[CH:18]=[CH:17][C:16]([C:19]([F:22])([F:21])[F:20])=[CH:15][C:14]=2[CH2:23][NH:24][CH2:25][CH3:26])[C:8]([O:11][CH3:12])=[CH:9][CH:10]=1.[CH:28]([N:31]([CH:34]([CH3:36])C)[CH2:32]C)([CH3:30])C.C(Cl)(Cl)=[O:38].N1CCCC1. Product: [CH3:1][O:2][C:3](=[O:27])[CH2:4][C:5]1[CH:6]=[C:7]([C:13]2[CH:18]=[CH:17][C:16]([C:19]([F:21])([F:20])[F:22])=[CH:15][C:14]=2[CH2:23][N:24]([CH2:25][CH3:26])[C:32]([N:31]2[CH2:28][CH2:30][CH2:36][CH2:34]2)=[O:38])[C:8]([O:11][CH3:12])=[CH:9][CH:10]=1. The catalyst class is: 2. (3) Reactant: [CH3:1][S:2](Cl)(=[O:4])=[O:3].[Cl:6][C:7]1[N:12]=[C:11]([CH2:13][OH:14])[CH:10]=[C:9]([N:15]2[CH2:20][CH2:19][O:18][CH2:17][C@H:16]2[CH3:21])[N:8]=1.C(N(CC)CC)C. Product: [CH3:1][S:2]([O:14][CH2:13][C:11]1[CH:10]=[C:9]([N:15]2[CH2:20][CH2:19][O:18][CH2:17][C@H:16]2[CH3:21])[N:8]=[C:7]([Cl:6])[N:12]=1)(=[O:4])=[O:3]. The catalyst class is: 2. (4) Reactant: CB1N2CCC[C@@H]2C(C2C=CC=CC=2)(C2C=CC=CC=2)O1.CSC.B.[C:26]([O:30][C:31]([NH:33][C@@H:34]([CH2:39][O:40][CH2:41][C@H:42]([CH2:54][C:55]1[CH:60]=[CH:59][CH:58]=[CH:57][CH:56]=1)[C@@H:43]([CH2:47][C:48]1[CH:53]=[CH:52][CH:51]=[CH:50][CH:49]=1)[C:44](=[O:46])[CH3:45])[C:35]([O:37][CH3:38])=[O:36])=[O:32])([CH3:29])([CH3:28])[CH3:27]. The catalyst class is: 11. Product: [C:26]([O:30][C:31]([NH:33][C@@H:34]([CH2:39][O:40][CH2:41][C@H:42]([CH2:54][C:55]1[CH:56]=[CH:57][CH:58]=[CH:59][CH:60]=1)[C@@H:43]([CH2:47][C:48]1[CH:53]=[CH:52][CH:51]=[CH:50][CH:49]=1)[C@@H:44]([OH:46])[CH3:45])[C:35]([O:37][CH3:38])=[O:36])=[O:32])([CH3:27])([CH3:28])[CH3:29]. (5) Reactant: C[Si]([N-][Si](C)(C)C)(C)C.[Na+].C1COCC1.[Br:16][C:17]1[CH:18]=[C:19]([C:24]([NH:26][C:27]2[C:28]([NH:34][CH2:35][CH3:36])=[N:29][C:30]([Cl:33])=[CH:31][CH:32]=2)=[O:25])[C:20](Cl)=[N:21][CH:22]=1.O. Product: [Br:16][C:17]1[CH:22]=[N:21][C:20]2[N:34]([CH2:35][CH3:36])[C:28]3[N:29]=[C:30]([Cl:33])[CH:31]=[CH:32][C:27]=3[NH:26][C:24](=[O:25])[C:19]=2[CH:18]=1. The catalyst class is: 17. (6) Reactant: [CH3:1][N:2]([CH2:4][C:5]1[CH:22]=[CH:21][C:8](/[CH:9]=[N:10]/[C:11]2[CH:19]=[CH:18][CH:17]=[C:16]3[C:12]=2[CH2:13][O:14][C:15]3=[O:20])=[CH:7][CH:6]=1)[CH3:3].[CH2:23]([C:25]1[CH:32]=[CH:31][C:28]([CH:29]=O)=[CH:27][CH:26]=1)[CH3:24].[O-:33][CH2:34][CH3:35].[Na+].C(O)C. Product: [CH3:1][N:2]([CH2:4][C:5]1[CH:22]=[CH:21][C:8]([CH:9]2[CH:29]([C:28]3[CH:31]=[CH:32][C:25]([CH2:23][CH3:24])=[CH:26][CH:27]=3)[C:34](=[O:33])[C:35]3[C:16]([C:15]([O:14][CH2:13][CH3:12])=[O:20])=[CH:17][CH:18]=[CH:19][C:11]=3[NH:10]2)=[CH:7][CH:6]=1)[CH3:3]. The catalyst class is: 567. (7) Reactant: [Cl:1][C:2]1[CH:7]=[CH:6][CH:5]=[C:4]([Cl:8])[C:3]=1[NH:9][C:10]([NH:12][C:13]1[S:14][C:15]([CH:21]([CH3:23])[CH3:22])=[CH:16][C:17]=1[C:18]([OH:20])=O)=[O:11].CN(C(ON1N=NC2C=CC=NC1=2)=[N+](C)C)C.F[P-](F)(F)(F)(F)F.CCN(C(C)C)C(C)C.Cl.[NH2:58][C@@H:59]([CH:64]1[CH2:69][CH2:68][CH2:67][CH2:66][CH2:65]1)[C:60]([O:62][CH3:63])=[O:61]. Product: [CH:64]1([C@H:59]([NH:58][C:18]([C:17]2[CH:16]=[C:15]([CH:21]([CH3:23])[CH3:22])[S:14][C:13]=2[NH:12][C:10]([NH:9][C:3]2[C:4]([Cl:8])=[CH:5][CH:6]=[CH:7][C:2]=2[Cl:1])=[O:11])=[O:20])[C:60]([O:62][CH3:63])=[O:61])[CH2:69][CH2:68][CH2:67][CH2:66][CH2:65]1. The catalyst class is: 3. (8) The catalyst class is: 90. Product: [F:3][C:4]1[CH:5]=[CH:6][C:7]([O:20][CH2:21][C:22]2[CH:27]=[CH:26][CH:25]=[CH:24][CH:23]=2)=[C:8]([CH:19]=1)[C:9]([OH:11])=[O:10]. Reactant: [OH-].[Li+].[F:3][C:4]1[CH:5]=[CH:6][C:7]([O:20][CH2:21][C:22]2[CH:27]=[CH:26][CH:25]=[CH:24][CH:23]=2)=[C:8]([CH:19]=1)[C:9]([O:11]CC1C=CC=CC=1)=[O:10].